From a dataset of Reaction yield outcomes from USPTO patents with 853,638 reactions. Predict the reaction yield, written as a fraction of the theoretical maximum amount of product (1.0 means a 100% yield; for example, 0.34 means a 34% yield). (1) The reactants are [C:1]([CH:3]1[CH2:6][N:5]([C:7]([O:9][C:10]([CH3:13])([CH3:12])[CH3:11])=[O:8])[CH2:4]1)#[N:2].[Li+].[CH3:15][Si]([N-][Si](C)(C)C)(C)C.CI. The product is [C:1]([C:3]1([CH3:15])[CH2:6][N:5]([C:7]([O:9][C:10]([CH3:13])([CH3:12])[CH3:11])=[O:8])[CH2:4]1)#[N:2]. The yield is 0.770. The catalyst is C1COCC1. (2) The reactants are [Cl:1][C:2]1[CH:3]=[C:4]2[C:8](=[CH:9][CH:10]=1)[N:7]([C:11]1[C:20]3[C:15](=[CH:16][CH:17]=[C:18](I)[CH:19]=3)[N:14]=[C:13]([C:22]3[CH:23]=[N:24][CH:25]=[CH:26][CH:27]=3)[N:12]=1)[CH2:6][CH2:5]2.[F:28][C:29]1[CH:34]=[C:33]([F:35])[CH:32]=[CH:31][C:30]=1B(O)O.[O-]P([O-])([O-])=O.[K+].[K+].[K+]. The catalyst is O1CCOCC1.C(OCC)(=O)C.O.C1C=CC([P]([Pd]([P](C2C=CC=CC=2)(C2C=CC=CC=2)C2C=CC=CC=2)([P](C2C=CC=CC=2)(C2C=CC=CC=2)C2C=CC=CC=2)[P](C2C=CC=CC=2)(C2C=CC=CC=2)C2C=CC=CC=2)(C2C=CC=CC=2)C2C=CC=CC=2)=CC=1. The product is [Cl:1][C:2]1[CH:3]=[C:4]2[C:8](=[CH:9][CH:10]=1)[N:7]([C:11]1[C:20]3[C:15](=[CH:16][CH:17]=[C:18]([C:32]4[CH:31]=[CH:30][C:29]([F:28])=[CH:34][C:33]=4[F:35])[CH:19]=3)[N:14]=[C:13]([C:22]3[CH:23]=[N:24][CH:25]=[CH:26][CH:27]=3)[N:12]=1)[CH2:6][CH2:5]2. The yield is 0.823. (3) The catalyst is CN(C=O)C. The reactants are [CH3:1][N:2]1[CH:6]=[C:5]([C:7]2[CH:12]=[C:11]([C:13]#[N:14])[CH:10]=[CH:9][N:8]=2)[N:4]=[CH:3]1.[N-:15]=[N+:16]=[N-:17].[Na+].[Cl-].[NH4+]. The product is [CH3:1][N:2]1[CH:6]=[C:5]([C:7]2[CH:12]=[C:11]([C:13]3[N:15]=[N:16][NH:17][N:14]=3)[CH:10]=[CH:9][N:8]=2)[N:4]=[CH:3]1. The yield is 0.730. (4) The reactants are [CH3:1][C:2]1[CH:7]=[CH:6][C:5]([S:8]([O:11][CH2:12][CH:13]2[CH2:17][C:16]3[C:18](Br)=[CH:19][CH:20]=[CH:21][C:15]=3[O:14]2)(=[O:10])=[O:9])=[CH:4][CH:3]=1.[CH3:23][C:24]1[CH:29]=[CH:28][CH:27]=[CH:26][C:25]=1B(O)O.C(=O)([O-])[O-].[K+].[K+]. The catalyst is CC1C=CC=CC=1[P](C1C=CC=CC=1C)([Pd](Cl)(Cl)[P](C1=C(C)C=CC=C1)(C1C=CC=CC=1C)C1C=CC=CC=1C)C1C=CC=CC=1C. The product is [CH3:1][C:2]1[CH:7]=[CH:6][C:5]([S:8]([O:11][CH2:12][CH:13]2[CH2:17][C:16]3[C:18]([C:25]4[CH:26]=[CH:27][CH:28]=[CH:29][C:24]=4[CH3:23])=[CH:19][CH:20]=[CH:21][C:15]=3[O:14]2)(=[O:10])=[O:9])=[CH:4][CH:3]=1. The yield is 0.690. (5) The reactants are [OH:1][C:2]1[CH:11]=[C:10]2[C:5]([CH:6]=[CH:7][CH:8]=[C:9]2[NH:12][C:13](=[O:19])[O:14][C:15]([CH3:18])([CH3:17])[CH3:16])=[CH:4][CH:3]=1.C(N(CC)CC)C.[CH3:27][S:28](O[S:28]([CH3:27])(=[O:30])=[O:29])(=[O:30])=[O:29].C(=O)(O)[O-].[Na+]. The catalyst is ClCCl. The product is [CH3:27][S:28]([O:1][C:2]1[CH:3]=[CH:4][C:5]2[C:10](=[C:9]([NH:12][C:13]([O:14][C:15]([CH3:16])([CH3:18])[CH3:17])=[O:19])[CH:8]=[CH:7][CH:6]=2)[CH:11]=1)(=[O:30])=[O:29]. The yield is 0.920. (6) The reactants are [N:1]([CH:4]([C:12]1[CH:17]=[CH:16][CH:15]=[C:14]([Cl:18])[C:13]=1[Cl:19])[CH2:5][C:6]1[CH:11]=[CH:10][N:9]=[CH:8][CH:7]=1)=[N+]=[N-].ClC1C(Cl)=CC=CC=1C=CC1C=CN=CC=1.C1(P(C2C=CC=CC=2)C2C=CC=CC=2)C=CC=CC=1.[OH-].[K+].Cl. The catalyst is C1COCC1.O. The product is [Cl:19][C:13]1[C:14]([Cl:18])=[CH:15][CH:16]=[CH:17][C:12]=1[CH:4]([NH2:1])[CH2:5][C:6]1[CH:7]=[CH:8][N:9]=[CH:10][CH:11]=1. The yield is 0.600. (7) The reactants are CO[C:3](=O)[C@@H:4]1[CH2:8][C:7](=[CH:9][CH3:10])[CH2:6][N:5]1[C:11](OCC1C=CC=CC=1)=O.C[O:23][C:24](=O)[C@@H:25]1CC(=C)CN1C(OCC1C=CC=CC=1)=O. No catalyst specified. The product is [CH2:9]([C@@H:7]1[CH2:6][N:5]2[C@H:4]([CH2:3][C:24](=[O:23])[CH2:25][CH2:11]2)[CH2:8]1)[CH3:10]. The yield is 0.100. (8) The reactants are [CH2:1]([O:8][C:9]1[C:14]([CH2:15][N:16]2[C:22](=[O:23])[C:21]3[C:24]([CH3:31])=[C:25]([C:28](O)=[O:29])[CH:26]=[CH:27][C:20]=3[O:19][CH2:18][CH2:17]2)=[C:13]([CH3:32])[CH:12]=[C:11]([CH3:33])[N:10]=1)[C:2]1[CH:7]=[CH:6][CH:5]=[CH:4][CH:3]=1.Cl.[CH3:35][NH:36]C.CCN(C(C)C)C(C)C.CN(C(ON1N=NC2C=CC=NC1=2)=[N+](C)C)C.F[P-](F)(F)(F)(F)F. The catalyst is CN(C=O)C.O. The product is [CH2:1]([O:8][C:9]1[C:14]([CH2:15][N:16]2[C:22](=[O:23])[C:21]3[C:24]([CH3:31])=[C:25]([C:28]([NH:36][CH3:35])=[O:29])[CH:26]=[CH:27][C:20]=3[O:19][CH2:18][CH2:17]2)=[C:13]([CH3:32])[CH:12]=[C:11]([CH3:33])[N:10]=1)[C:2]1[CH:7]=[CH:6][CH:5]=[CH:4][CH:3]=1. The yield is 0.946. (9) The reactants are [F:1][C:2]1[CH:7]=[C:6]([N+:8]([O-])=O)[C:5]([O:11][CH3:12])=[CH:4][C:3]=1[O:13][CH3:14]. The catalyst is CCO.CCOC(C)=O.[Pd]. The product is [F:1][C:2]1[C:3]([O:13][CH3:14])=[CH:4][C:5]([O:11][CH3:12])=[C:6]([CH:7]=1)[NH2:8]. The yield is 1.00. (10) The reactants are Cl[C:2]1[CH:7]=[CH:6][CH:5]=[C:4]([S:8][CH2:9][CH:10]2[CH2:12][CH2:11]2)[N:3]=1.C([O:15][C:16](=[O:38])[CH2:17][CH2:18][CH2:19][O:20][C:21]1[C:26]([F:27])=[CH:25][C:24](B2OC(C)(C)C(C)(C)O2)=[CH:23][C:22]=1[F:37])C. No catalyst specified. The product is [CH:10]1([CH2:9][S:8][C:4]2[N:3]=[C:2]([C:24]3[CH:23]=[C:22]([F:37])[C:21]([O:20][CH2:19][CH2:18][CH2:17][C:16]([OH:38])=[O:15])=[C:26]([F:27])[CH:25]=3)[CH:7]=[CH:6][CH:5]=2)[CH2:12][CH2:11]1. The yield is 0.580.